This data is from Reaction yield outcomes from USPTO patents with 853,638 reactions. The task is: Predict the reaction yield, written as a fraction of the theoretical maximum amount of product (1.0 means a 100% yield; for example, 0.34 means a 34% yield). The catalyst is O1CCOCC1.C1C=CC(P(C2C=CC=CC=2)[C-]2C=CC=C2)=CC=1.C1C=CC(P(C2C=CC=CC=2)[C-]2C=CC=C2)=CC=1.Cl[Pd]Cl.[Fe+2]. The product is [S:1]1[CH2:6][CH:5]=[C:4]([B:15]2[O:20][CH2:19][C:18]([CH3:22])([CH3:21])[CH2:17][O:16]2)[CH2:3][CH2:2]1. The reactants are [S:1]1[CH2:6][CH:5]=[C:4](OS(C(F)(F)F)(=O)=O)[CH2:3][CH2:2]1.[B:15]1([B:15]2[O:20][CH2:19][C:18]([CH3:22])([CH3:21])[CH2:17][O:16]2)[O:20][CH2:19][C:18]([CH3:22])([CH3:21])[CH2:17][O:16]1.CC([O-])=O.[K+].CCOC(C)=O. The yield is 0.820.